This data is from Reaction yield outcomes from USPTO patents with 853,638 reactions. The task is: Predict the reaction yield, written as a fraction of the theoretical maximum amount of product (1.0 means a 100% yield; for example, 0.34 means a 34% yield). (1) The reactants are [OH:1][C:2]1[CH:11]=[C:10]2[C:5]([C:6](=[O:20])[C:7]([C:12]3[CH:17]=[CH:16][CH:15]=[C:14]([O:18][CH3:19])[CH:13]=3)=[CH:8][O:9]2)=[CH:4][CH:3]=1.[C:21](=O)([O-])[O-].[K+].[K+].S(OC)(OC)(=O)=O. The catalyst is CN(C=O)C.CC(C)=O. The product is [CH3:21][O:1][C:2]1[CH:11]=[C:10]2[C:5]([C:6](=[O:20])[C:7]([C:12]3[CH:17]=[CH:16][CH:15]=[C:14]([O:18][CH3:19])[CH:13]=3)=[CH:8][O:9]2)=[CH:4][CH:3]=1. The yield is 0.910. (2) The reactants are Cl[C:2]1[C:7]([Br:8])=[CH:6][N:5]=[CH:4][N:3]=1.[SH:9][CH2:10][C:11]([O:13][CH3:14])=[O:12].C(=O)([O-])[O-].[Na+].[Na+]. The catalyst is CN(C=O)C. The product is [Br:8][C:7]1[C:2]([S:9][CH2:10][C:11]([O:13][CH3:14])=[O:12])=[N:3][CH:4]=[N:5][CH:6]=1. The yield is 0.840. (3) The reactants are [CH2:1]([O:3][C:4]([C:6]1[C:11]([NH:12][C:13]([O:15][C:16]([CH3:19])([CH3:18])[CH3:17])=[O:14])=[CH:10][CH:9]=[C:8]([CH2:20][O:21]C(=O)C)[N:7]=1)=[O:5])[CH3:2].CC[O-].[Na+]. The catalyst is C(O)C. The product is [CH2:1]([O:3][C:4]([C:6]1[C:11]([NH:12][C:13]([O:15][C:16]([CH3:18])([CH3:17])[CH3:19])=[O:14])=[CH:10][CH:9]=[C:8]([CH2:20][OH:21])[N:7]=1)=[O:5])[CH3:2]. The yield is 0.930. (4) The reactants are Br[C:2]1[CH:3]=[C:4]2[C:14](=[CH:15][CH:16]=1)[O:13][C:7]1([CH2:12][CH2:11][CH2:10][O:9][CH2:8]1)[CH2:6][C:5]2=[O:17].[Br-].[CH:19]1([Zn+])[CH2:24][CH2:23][CH2:22][CH2:21][CH2:20]1. The catalyst is C1COCC1.Cl[Pd](Cl)([P](C1C=CC=CC=1)(C1C=CC=CC=1)C1C=CC=CC=1)[P](C1C=CC=CC=1)(C1C=CC=CC=1)C1C=CC=CC=1.[Cu]I. The product is [CH:19]1([C:2]2[CH:3]=[C:4]3[C:14](=[CH:15][CH:16]=2)[O:13][C:7]2([CH2:12][CH2:11][CH2:10][O:9][CH2:8]2)[CH2:6][C:5]3=[O:17])[CH2:24][CH2:23][CH2:22][CH2:21][CH2:20]1. The yield is 0.300. (5) The reactants are [CH3:1][N:2]([CH3:28])[C:3]([C:5]1[N:22]([CH:23]2[CH2:27][CH2:26][CH2:25][CH2:24]2)[C:8]2[N:9]=[C:10]([NH:13][C:14]3[CH:19]=[CH:18][C:17]([CH:20]=O)=[CH:16][N:15]=3)[N:11]=[CH:12][C:7]=2[CH:6]=1)=[O:4].[Cl-].[OH:30][CH:31]1[CH2:34][NH2+:33][CH2:32]1. No catalyst specified. The product is [CH3:1][N:2]([CH3:28])[C:3]([C:5]1[N:22]([CH:23]2[CH2:24][CH2:25][CH2:26][CH2:27]2)[C:8]2[N:9]=[C:10]([NH:13][C:14]3[CH:19]=[CH:18][C:17]([CH2:20][N:33]4[CH2:34][CH:31]([OH:30])[CH2:32]4)=[CH:16][N:15]=3)[N:11]=[CH:12][C:7]=2[CH:6]=1)=[O:4]. The yield is 0.470. (6) The reactants are CC([O:4][C:5]([C:7]([O:10][C:11]1[CH:12]=[CH:13][C:14]([C:17]([C:19]2[CH:20]=[CH:21][C:22]([Cl:25])=[CH:23][CH:24]=2)=[O:18])=[CH:15][CH:16]=1)([CH3:9])[CH3:8])=[O:6])C.[OH-].[Na+].Cl. The catalyst is C(O)(C)C.O. The product is [CH3:9][C:7]([O:10][C:11]1[CH:12]=[CH:13][C:14]([C:17]([C:19]2[CH:24]=[CH:23][C:22]([Cl:25])=[CH:21][CH:20]=2)=[O:18])=[CH:15][CH:16]=1)([C:5]([OH:6])=[O:4])[CH3:8]. The yield is 0.966. (7) The reactants are [CH3:1][C:2]1[CH:7]=[C:6]([C:8]2[N:9]=[C:10]([NH2:20])[S:11][C:12]=2[C:13]2[CH:18]=[CH:17][CH:16]=[C:15]([CH3:19])[CH:14]=2)[CH:5]=[C:4]([CH3:21])[N:3]=1.[C:22]1([N:28]=[C:29]=[O:30])[CH:27]=[CH:26][CH:25]=[CH:24][CH:23]=1.C(=O)([O-])O.[Na+]. The catalyst is CN(C)C(=O)C. The product is [CH3:1][C:2]1[CH:7]=[C:6]([C:8]2[N:9]=[C:10]([NH:20][C:29]([NH:28][C:22]3[CH:27]=[CH:26][CH:25]=[CH:24][CH:23]=3)=[O:30])[S:11][C:12]=2[C:13]2[CH:18]=[CH:17][CH:16]=[C:15]([CH3:19])[CH:14]=2)[CH:5]=[C:4]([CH3:21])[N:3]=1. The yield is 0.480.